From a dataset of Full USPTO retrosynthesis dataset with 1.9M reactions from patents (1976-2016). Predict the reactants needed to synthesize the given product. (1) Given the product [F:28][C:8]1[C:9]([NH:19][C:20]2[CH:25]=[CH:24][C:23]([I:26])=[CH:22][C:21]=2[F:27])=[C:10]([CH:18]=[C:6]([CH2:2][O:1][CH2:5][CH2:4][OH:3])[C:7]=1[F:29])[C:11]([NH:13][O:14][CH2:15][CH2:16][OH:17])=[O:12], predict the reactants needed to synthesize it. The reactants are: [O:1]1[CH2:5][CH2:4][O:3][CH:2]1[C:6]1[C:7]([F:29])=[C:8]([F:28])[C:9]([NH:19][C:20]2[CH:25]=[CH:24][C:23]([I:26])=[CH:22][C:21]=2[F:27])=[C:10]([CH:18]=1)[C:11]([NH:13][O:14][CH2:15][CH2:16][OH:17])=[O:12].[BH4-].[Na+].FC(F)(F)C(O)=O.C(=O)(O)[O-].[Na+]. (2) Given the product [Br:1][C:2]1[CH:7]=[CH:6][CH:5]=[C:4]([C:8]2[N:17]=[N:16][N:15]([CH2:14][Si:11]([CH3:13])([CH3:12])[CH3:10])[CH:9]=2)[N:3]=1, predict the reactants needed to synthesize it. The reactants are: [Br:1][C:2]1[CH:7]=[CH:6][CH:5]=[C:4]([C:8]#[CH:9])[N:3]=1.[CH3:10][Si:11]([CH2:14][N:15]=[N+:16]=[N-:17])([CH3:13])[CH3:12].O=C1O[C@H]([C@H](CO)O)C([O-])=C1O.[Na+]. (3) Given the product [CH:33]([C:36]1[CH:41]=[CH:40][CH:39]=[CH:38][C:37]=1[NH:42][C:43]([NH:23][CH2:22][C:19]1[CH:20]=[CH:21][C:16]([C:13]2[N:14]=[CH:15][N:11]([C:8]3[CH:7]=[CH:6][C:5]([O:4][C:3]([F:2])([F:24])[F:25])=[CH:10][CH:9]=3)[N:12]=2)=[CH:17][CH:18]=1)=[S:44])([CH3:35])[CH3:34], predict the reactants needed to synthesize it. The reactants are: Cl.[F:2][C:3]([F:25])([F:24])[O:4][C:5]1[CH:10]=[CH:9][C:8]([N:11]2[CH:15]=[N:14][C:13]([C:16]3[CH:21]=[CH:20][C:19]([CH2:22][NH2:23])=[CH:18][CH:17]=3)=[N:12]2)=[CH:7][CH:6]=1.C(N(CC)CC)C.[CH:33]([C:36]1[CH:41]=[CH:40][CH:39]=[CH:38][C:37]=1[N:42]=[C:43]=[S:44])([CH3:35])[CH3:34]. (4) Given the product [ClH:36].[ClH:36].[NH:26]1[CH2:27][CH:28]=[C:23]([C:21]2[S:22][C:15]3[C:14]([C:11]4[CH:10]=[CH:9][C:8]([NH:7][S:4]([CH:1]5[CH2:3][CH2:2]5)(=[O:5])=[O:6])=[CH:13][CH:12]=4)=[N:19][CH:18]=[N:17][C:16]=3[CH:20]=2)[CH2:24][CH2:25]1, predict the reactants needed to synthesize it. The reactants are: [CH:1]1([S:4]([NH:7][C:8]2[CH:13]=[CH:12][C:11]([C:14]3[C:15]4[S:22][C:21]([C:23]5[CH2:24][CH2:25][N:26](C(OC(C)(C)C)=O)[CH2:27][CH:28]=5)=[CH:20][C:16]=4[N:17]=[CH:18][N:19]=3)=[CH:10][CH:9]=2)(=[O:6])=[O:5])[CH2:3][CH2:2]1.[ClH:36]. (5) Given the product [CH2:18]([C:2]1[C:6]([C:7]#[N:8])=[C:5]([C:9]2[CH:14]=[CH:13][C:12]([CH3:15])=[CH:11][C:10]=2[F:16])[S:4][N:3]=1)[CH3:19], predict the reactants needed to synthesize it. The reactants are: Cl[C:2]1[C:6]([C:7]#[N:8])=[C:5]([C:9]2[CH:14]=[CH:13][C:12]([CH3:15])=[CH:11][C:10]=2[F:16])[S:4][N:3]=1.[Al](CC)(CC)[CH2:18][CH3:19]. (6) Given the product [CH2:32]([O:33][P:34]([CH2:36][O:37][C@:12]1([CH3:22])[C@@H:13]([O:14][Si:15]([C:18]([CH3:19])([CH3:20])[CH3:21])([CH3:17])[CH3:16])[C@@H:9]([O:8][Si:1]([C:4]([CH3:5])([CH3:6])[CH3:7])([CH3:2])[CH3:3])[C@H:10]([N:23]2[CH:28]=[CH:27][C:26]([NH2:29])=[N:25][C:24]2=[O:30])[O:11]1)(=[O:35])[O:38][CH2:39][CH3:40])[CH3:31], predict the reactants needed to synthesize it. The reactants are: [Si:1]([O:8][C@@H:9]1[C@H:13]([O:14][Si:15]([C:18]([CH3:21])([CH3:20])[CH3:19])([CH3:17])[CH3:16])[C:12](=[CH2:22])[O:11][C@H:10]1[N:23]1[CH:28]=[CH:27][C:26]([NH2:29])=[N:25][C:24]1=[O:30])([C:4]([CH3:7])([CH3:6])[CH3:5])([CH3:3])[CH3:2].[CH3:31][CH2:32][O:33][P:34]([O:38][CH2:39][CH3:40])([CH2:36][OH:37])=[O:35].C1(C)C=CC(S([O-])(=O)=O)=CC=1.[NH+]1C=CC=CC=1. (7) Given the product [F:1][C:2]([F:7])([F:6])[C:3]([OH:5])=[O:4].[F:8][C:9]([F:14])([F:13])[C:10]([OH:12])=[O:11].[C:17]([N:50]1[CH2:51][CH2:52][N:47]([C:46](=[O:53])[CH2:45][O:44][C:36]2[CH:37]=[CH:38][C:39]3[NH:40][C:41]4[N:42]=[C:26]([NH:27][C:28]5[CH:29]=[N:30][CH:31]=[C:32]([CH:54]=5)[CH2:33][CH2:34][C:35]=2[CH:43]=3)[N:25]=[CH:24][C:23]=4[Cl:22])[CH2:48][CH2:49]1)(=[O:18])[CH3:16], predict the reactants needed to synthesize it. The reactants are: [F:1][C:2]([F:7])([F:6])[C:3]([OH:5])=[O:4].[F:8][C:9]([F:14])([F:13])[C:10]([OH:12])=[O:11].F[C:16](F)(F)[C:17](O)=[O:18].[Cl:22][C:23]1[CH:24]=[N:25][C:26]2[NH:27][C:28]3[CH:29]=[N:30][CH:31]=[C:32]([CH:54]=3)[CH2:33][CH2:34][C:35]3[CH:43]=[C:39]([NH:40][C:41]=1[N:42]=2)[CH:38]=[CH:37][C:36]=3[O:44][CH2:45][C:46](=[O:53])[N:47]1[CH2:52][CH2:51][NH:50][CH2:49][CH2:48]1.C(Cl)(=O)C. (8) Given the product [O:1]1[C:5]2[CH:6]=[CH:7][C:8]([C:10](=[O:12])[CH2:29][C:28]([O:27][CH2:25][CH3:26])=[O:33])=[CH:9][C:4]=2[CH:3]=[CH:2]1, predict the reactants needed to synthesize it. The reactants are: [O:1]1[C:5]2[CH:6]=[CH:7][C:8]([C:10]([OH:12])=O)=[CH:9][C:4]=2[CH:3]=[CH:2]1.C1N=CN(C(N2C=NC=C2)=O)C=1.[CH2:25]([O:27][C:28](=[O:33])[CH2:29]C(O)=O)[CH3:26].[K].CCN(CC)CC.[Mg+2].[Cl-].[Cl-]. (9) Given the product [CH2:16]1[N:21]([CH:6]([C:2]2[S:1][CH:5]=[CH:4][N:3]=2)[C:12]#[N:13])[CH2:20][CH2:19][N:18]2[CH2:22][CH2:23][CH2:24][C@H:17]12, predict the reactants needed to synthesize it. The reactants are: [S:1]1[CH:5]=[CH:4][N:3]=[C:2]1[CH:6]=O.C[Si]([C:12]#[N:13])(C)C.Cl.Cl.[CH2:16]1[NH:21][CH2:20][CH2:19][N:18]2[CH2:22][CH2:23][CH2:24][C@H:17]12.C([O-])([O-])=O.[K+].[K+]. (10) Given the product [F:22][C:9]1([CH:1]([OH:8])[C:2]2[CH:3]=[CH:4][CH:5]=[CH:6][CH:7]=2)[CH2:10][CH2:11][N:12]([C:15]([O:17][C:18]([CH3:20])([CH3:19])[CH3:21])=[O:16])[CH2:13][CH2:14]1, predict the reactants needed to synthesize it. The reactants are: [C:1]([C:9]1([F:22])[CH2:14][CH2:13][N:12]([C:15]([O:17][C:18]([CH3:21])([CH3:20])[CH3:19])=[O:16])[CH2:11][CH2:10]1)(=[O:8])[C:2]1[CH:7]=[CH:6][CH:5]=[CH:4][CH:3]=1.[BH4-].[Na+].